Task: Regression. Given a peptide amino acid sequence and an MHC pseudo amino acid sequence, predict their binding affinity value. This is MHC class II binding data.. Dataset: Peptide-MHC class II binding affinity with 134,281 pairs from IEDB (1) The peptide sequence is VFTPLLALATNLTEL. The MHC is DRB1_0701 with pseudo-sequence DRB1_0701. The binding affinity (normalized) is 0.470. (2) The peptide sequence is SADFPQFKPEEITGI. The MHC is DRB1_1001 with pseudo-sequence DRB1_1001. The binding affinity (normalized) is 0.391. (3) The peptide sequence is YEAFVLHFSEALHII. The MHC is HLA-DPA10103-DPB10201 with pseudo-sequence HLA-DPA10103-DPB10201. The binding affinity (normalized) is 0.911. (4) The peptide sequence is FPDRASIIRLVGAVL. The MHC is DRB1_1101 with pseudo-sequence DRB1_1101. The binding affinity (normalized) is 0.675. (5) The peptide sequence is APGDSPNTDGIHIGD. The MHC is DRB1_0101 with pseudo-sequence DRB1_0101. The binding affinity (normalized) is 0.146.